This data is from Catalyst prediction with 721,799 reactions and 888 catalyst types from USPTO. The task is: Predict which catalyst facilitates the given reaction. (1) Reactant: [OH:1][C:2]1[CH:3]=[CH:4][C:5]([C:8]([OH:10])=O)=[N:6][CH:7]=1.[CH2:11]([N:15]1[C:23]2[N:22]=[C:21]([Cl:24])[NH:20][C:19]=2[C:18](=[O:25])[N:17]([CH2:26][CH2:27][CH2:28][CH2:29]/[C:30](=[N:33]/[H])/[NH:31]O)[C:16]1=[O:35])[CH2:12][CH2:13][CH3:14]. Product: [CH2:11]([N:15]1[C:23]2[N:22]=[C:21]([Cl:24])[NH:20][C:19]=2[C:18](=[O:25])[N:17]([CH2:26][CH2:27][CH2:28][CH2:29][C:30]2[N:31]=[C:8]([C:5]3[CH:4]=[CH:3][C:2]([OH:1])=[CH:7][N:6]=3)[O:10][N:33]=2)[C:16]1=[O:35])[CH2:12][CH2:13][CH3:14]. The catalyst class is: 16. (2) Reactant: Cl[C:2]1[CH:7]=[CH:6][CH:5]=[C:4]([C:8]([F:11])([F:10])[F:9])[N:3]=1.C([O-])([O-])=O.[Cs+].[Cs+].[C:18]([NH:21][C:22]1[N:26]([C@@H:27]2[CH2:32][CH2:31][CH2:30][N:29]([C:33]([O:35][CH2:36][C:37]3[CH:42]=[CH:41][CH:40]=[CH:39][CH:38]=3)=[O:34])[CH2:28]2)[N:25]=[C:24]([C:43]2[CH:48]=[CH:47][C:46]([OH:49])=[CH:45][CH:44]=2)[C:23]=1[C:50]#[N:51])(=[O:20])[CH3:19].O.C(OCC)(=O)C. Product: [C:18]([NH:21][C:22]1[N:26]([C@@H:27]2[CH2:32][CH2:31][CH2:30][N:29]([C:33]([O:35][CH2:36][C:37]3[CH:42]=[CH:41][CH:40]=[CH:39][CH:38]=3)=[O:34])[CH2:28]2)[N:25]=[C:24]([C:43]2[CH:44]=[CH:45][C:46]([O:49][C:2]3[CH:7]=[CH:6][CH:5]=[C:4]([C:8]([F:11])([F:10])[F:9])[N:3]=3)=[CH:47][CH:48]=2)[C:23]=1[C:50]#[N:51])(=[O:20])[CH3:19]. The catalyst class is: 16. (3) Reactant: [N:1]1([C:5]([C:7]2[CH:8]=[C:9]3[C:14](=[CH:15][CH:16]=2)[CH:13]=[N+:12]([O-])[CH:11]=[C:10]3[C:18]2[CH:23]=[CH:22][C:21]([C:24]3[CH:25]=[N:26][N:27]([CH3:29])[CH:28]=3)=[CH:20][CH:19]=2)=[O:6])[CH2:4][CH2:3][CH2:2]1.S(Cl)(C1C=CC(C)=CC=1)(=O)=O.C(C[NH2:44])O. Product: [NH2:44][C:13]1[C:14]2[C:9](=[CH:8][C:7]([C:5]([N:1]3[CH2:4][CH2:3][CH2:2]3)=[O:6])=[CH:16][CH:15]=2)[C:10]([C:18]2[CH:23]=[CH:22][C:21]([C:24]3[CH:25]=[N:26][N:27]([CH3:29])[CH:28]=3)=[CH:20][CH:19]=2)=[CH:11][N:12]=1. The catalyst class is: 228. (4) Reactant: [NH2:1][C:2]1[CH:3]=[C:4]2[C:17](=[CH:18][C:19]=1[N+:20]([O-])=O)[CH2:16][C@:6]1([C:14]3[C:9](=[N:10][CH:11]=[CH:12][CH:13]=3)[NH:8][C:7]1=[O:15])[CH2:5]2.CCOC(C)=O. Product: [NH2:1][C:2]1[CH:3]=[C:4]2[C:17](=[CH:18][C:19]=1[NH2:20])[CH2:16][C:6]1([C:14]3[C:9](=[N:10][CH:11]=[CH:12][CH:13]=3)[NH:8][C:7]1=[O:15])[CH2:5]2. The catalyst class is: 19.